Task: Predict the reactants needed to synthesize the given product.. Dataset: Full USPTO retrosynthesis dataset with 1.9M reactions from patents (1976-2016) (1) Given the product [C:14]([O:13][C:12]([N:11]([CH2:19][CH3:20])[C@H:8]1[C:9]2[C:5](=[CH:4][CH:3]=[C:2]([C:12]([O:13][CH3:14])=[O:18])[CH:10]=2)[CH2:6][CH2:7]1)=[O:18])([CH3:17])([CH3:16])[CH3:15], predict the reactants needed to synthesize it. The reactants are: Br[C:2]1[CH:10]=[C:9]2[C:5]([CH2:6][CH2:7][C@H:8]2[N:11]([CH2:19][CH3:20])[C:12](=[O:18])[O:13][C:14]([CH3:17])([CH3:16])[CH3:15])=[CH:4][CH:3]=1.C1(P(C2C=CC=CC=2)CCCP(C2C=CC=CC=2)C2C=CC=CC=2)C=CC=CC=1. (2) Given the product [F:12][C:10]1[CH:9]=[CH:8][C:7]([S:13][CH3:14])=[C:6]([C:4](=[O:5])[CH2:3][N:2]2[CH:21]=[CH:25][CH:24]=[CH:23]2)[CH:11]=1, predict the reactants needed to synthesize it. The reactants are: Cl.[NH2:2][CH2:3][C:4]([C:6]1[CH:11]=[C:10]([F:12])[CH:9]=[CH:8][C:7]=1[S:13][CH3:14])=[O:5].C(O)(=O)C.CO[CH:21]1[CH2:25][CH2:24][CH:23](OC)O1.